This data is from Full USPTO retrosynthesis dataset with 1.9M reactions from patents (1976-2016). The task is: Predict the reactants needed to synthesize the given product. (1) The reactants are: [I:1][C:2]1[CH:3]=[CH:4][C:5]2[N:9]=[N:8][NH:7][C:6]=2[CH:10]=1.[H-].[Na+].Cl[CH2:14][O:15][CH2:16][CH2:17][Si:18]([CH3:21])([CH3:20])[CH3:19]. Given the product [I:1][C:2]1[CH:3]=[CH:4][C:5]2[N:9]=[N:8][N:7]([CH2:14][O:15][CH2:16][CH2:17][Si:18]([CH3:21])([CH3:20])[CH3:19])[C:6]=2[CH:10]=1, predict the reactants needed to synthesize it. (2) Given the product [Br:1][C:2]1[CH:3]=[C:4]2[C:8](=[CH:9][CH:10]=1)[N:7]([CH3:11])[N:6]=[C:5]2[C:17]#[C:16][CH2:15][O:14][CH3:13], predict the reactants needed to synthesize it. The reactants are: [Br:1][C:2]1[CH:3]=[C:4]2[C:8](=[CH:9][CH:10]=1)[N:7]([CH3:11])[N:6]=[C:5]2I.[CH3:13][O:14][CH2:15][C:16]#[CH:17]. (3) Given the product [Br:1][C:2]1[CH:3]=[CH:4][C:5]([CH:12]=[O:13])=[C:6]2[C:10]=1[O:9][C:8]([CH3:11])=[N:7]2, predict the reactants needed to synthesize it. The reactants are: [Br:1][C:2]1[C:10]2[O:9][C:8]([CH3:11])=[N:7][C:6]=2[C:5]([CH2:12][OH:13])=[CH:4][CH:3]=1.